This data is from Forward reaction prediction with 1.9M reactions from USPTO patents (1976-2016). The task is: Predict the product of the given reaction. (1) Given the reactants [CH3:1][N:2]1[C:7](=[O:8])[CH:6]=[CH:5][C:4]([C:9](=O)[CH2:10][CH:11]([C:19]2[CH:33]=[CH:32][C:22]([C:23]([NH:25][CH2:26][CH2:27][CH2:28][C:29](O)=[O:30])=[O:24])=[CH:21][CH:20]=2)[C:12]2[CH:17]=[CH:16][CH:15]=[CH:14][C:13]=2[CH3:18])=[CH:3]1.Cl.[NH2:36][OH:37].C([O-])(O)=O.[Na+].[CH2:43]([OH:45])[CH3:44], predict the reaction product. The product is: [CH2:43]([O:45][C:29](=[O:30])[CH2:28][CH2:27][CH2:26][NH:25][C:23](=[O:24])[C:22]1[CH:21]=[CH:20][C:19]([CH:11]([C:12]2[CH:17]=[CH:16][CH:15]=[CH:14][C:13]=2[CH3:18])[CH2:10]/[C:9](=[N:36]\[OH:37])/[C:4]2[CH:5]=[CH:6][C:7](=[O:8])[N:2]([CH3:1])[CH:3]=2)=[CH:33][CH:32]=1)[CH3:44]. (2) Given the reactants [Mg].II.Br[CH2:5][CH2:6][CH:7]=[CH2:8].[Cl:9][C:10]1[CH:29]=[CH:28][C:13]([CH2:14][C:15]2([NH:25][CH:26]=[O:27])[CH2:18][CH:17]([C:19](N(OC)C)=[O:20])[CH2:16]2)=[CH:12][CH:11]=1, predict the reaction product. The product is: [Cl:9][C:10]1[CH:11]=[CH:12][C:13]([CH2:14][C:15]2([NH:25][CH:26]=[O:27])[CH2:16][CH:17]([C:19](=[O:20])[CH2:8][CH2:7][CH:6]=[CH2:5])[CH2:18]2)=[CH:28][CH:29]=1. (3) Given the reactants C1(P(C2C=CC=CC=2)C2C=CC=CC=2)C=CC=CC=1.Cl.[Br:21][C:22]1[CH:27]=[C:26](N)[CH:25]=[C:24]([Br:29])[C:23]=1[OH:30].[C:31]([O:35][CH2:36][CH3:37])(=[O:34])[CH:32]=[CH2:33], predict the reaction product. The product is: [Br:21][C:22]1[CH:27]=[C:26](/[CH:33]=[CH:32]/[C:31]([O:35][CH2:36][CH3:37])=[O:34])[CH:25]=[C:24]([Br:29])[C:23]=1[OH:30]. (4) Given the reactants [C:1]([O:5][C:6]([NH:8][C:9]([CH3:14])([C:11]([OH:13])=[O:12])[CH3:10])=[O:7])([CH3:4])([CH3:3])[CH3:2].[CH:15]1(O)[CH2:19][CH2:18][CH2:17][CH2:16]1.CCN=C=NCCCN(C)C.Cl, predict the reaction product. The product is: [C:1]([O:5][C:6]([NH:8][C:9]([CH3:14])([C:11]([O:13][CH:15]1[CH2:19][CH2:18][CH2:17][CH2:16]1)=[O:12])[CH3:10])=[O:7])([CH3:4])([CH3:2])[CH3:3]. (5) Given the reactants [Cl:1][C:2]1[N:7]=[CH:6][C:5]([C:8]2[S:9][C:10]([C:14]([O:16]CC)=[O:15])=[C:11]([CH3:13])[N:12]=2)=[CH:4][CH:3]=1.O.[OH-].[Li+], predict the reaction product. The product is: [Cl:1][C:2]1[N:7]=[CH:6][C:5]([C:8]2[S:9][C:10]([C:14]([OH:16])=[O:15])=[C:11]([CH3:13])[N:12]=2)=[CH:4][CH:3]=1. (6) Given the reactants [CH2:1]1[C:9]2[C:4](=[CH:5][CH:6]=[CH:7][CH:8]=2)[CH2:3][CH:2]1[NH:10][C:11]1[N:16]=[CH:15][C:14]([NH:17][CH:18]=[C:19]([C:25](OCC)=[O:26])[C:20]([O:22][CH2:23][CH3:24])=[O:21])=[CH:13][CH:12]=1.C1(OC2C=CC=CC=2)C=CC=CC=1, predict the reaction product. The product is: [CH2:3]1[C:4]2[C:9](=[CH:8][CH:7]=[CH:6][CH:5]=2)[CH2:1][CH:2]1[NH:10][C:11]1[N:16]=[C:15]2[C:14](=[CH:13][CH:12]=1)[NH:17][CH:18]=[C:19]([C:20]([O:22][CH2:23][CH3:24])=[O:21])[C:25]2=[O:26]. (7) Given the reactants [C:1]([O:5][C:6]([N:8]1[CH2:13][CH2:12][C:11]([C:19]#[N:20])([O:14][Si](C)(C)C)[CH2:10][CH2:9]1)=[O:7])([CH3:4])([CH3:3])[CH3:2].[H-].[Al+3].[Li+].[H-].[H-].[H-].[OH-].[Na+], predict the reaction product. The product is: [C:1]([O:5][C:6]([N:8]1[CH2:9][CH2:10][C:11]([CH2:19][NH2:20])([OH:14])[CH2:12][CH2:13]1)=[O:7])([CH3:4])([CH3:3])[CH3:2]. (8) Given the reactants [N+:1]([C:4]1[CH:5]=[C:6](CC(N)=O)[CH:7]=[C:8](B2OC(C)(C)C(C)(C)O2)[CH:9]=1)([O-:3])=[O:2].[N:23]#N.Cl[C:26]1[C:31]([F:32])=[CH:30][CH:29]=[CH:28][N:27]=1.C(=O)([O-])[O-].[Na+].[Na+].C[O:40][CH2:41][CH2:42]OC, predict the reaction product. The product is: [F:32][C:31]1[C:26]([C:8]2[CH:7]=[C:6]([NH:23][C:41](=[O:40])[CH3:42])[CH:5]=[C:4]([N+:1]([O-:3])=[O:2])[CH:9]=2)=[N:27][CH:28]=[CH:29][CH:30]=1.